From a dataset of Reaction yield outcomes from USPTO patents with 853,638 reactions. Predict the reaction yield, written as a fraction of the theoretical maximum amount of product (1.0 means a 100% yield; for example, 0.34 means a 34% yield). (1) The reactants are [NH2:1][C:2]1[S:3][C:4]([C:12]2[CH:17]=[CH:16][C:15]([F:18])=[CH:14][CH:13]=2)=[CH:5][C:6]=1[C:7]([O:9]CC)=O.[C:19](#[N:21])[CH3:20].Cl. The catalyst is O1CCOCC1. The product is [F:18][C:15]1[CH:14]=[CH:13][C:12]([C:4]2[S:3][C:2]3[N:1]=[C:19]([CH3:20])[NH:21][C:7](=[O:9])[C:6]=3[CH:5]=2)=[CH:17][CH:16]=1. The yield is 0.810. (2) The reactants are C1(C[N:8]2[CH2:13][CH2:12][CH:11]([N:14]([CH2:28][CH3:29])[C:15](=[O:27])[CH2:16][C:17]3[CH:22]=[CH:21][C:20]([S:23]([CH3:26])(=[O:25])=[O:24])=[CH:19][CH:18]=3)[CH2:10][CH2:9]2)C=CC=CC=1.C([O-])=O.[NH4+]. The catalyst is C(O)C. The product is [NH:8]1[CH2:13][CH2:12][CH:11]([N:14]([CH2:28][CH3:29])[C:15](=[O:27])[CH2:16][C:17]2[CH:22]=[CH:21][C:20]([S:23]([CH3:26])(=[O:24])=[O:25])=[CH:19][CH:18]=2)[CH2:10][CH2:9]1. The yield is 0.940. (3) The reactants are [NH:1]1[CH:5]=[C:4]([C:6]([OH:8])=[O:7])[CH:3]=[N:2]1.C1(C)C=CC(S(O)(=O)=O)=CC=1.[CH2:20]1[CH2:25][O:24][CH:23]=[CH:22][CH2:21]1.C([O-])(O)=O.[Na+]. The catalyst is CN(C=O)C. The product is [O:24]1[CH2:25][CH2:20][CH2:21][CH2:22][CH:23]1[N:1]1[CH:5]=[C:4]([C:6]([OH:8])=[O:7])[CH:3]=[N:2]1. The yield is 0.700. (4) The reactants are [CH3:1][O:2][C:3]1[CH:4]=[CH:5][C:6]2[N:7]=[C:8]([CH3:17])[C:9]3[N:10]([CH:13]=[N:14][C:15]=3[CH3:16])[C:11]=2[N:12]=1.C1C(=O)N([Br:25])C(=O)C1. The catalyst is CC#N. The product is [Br:25][C:13]1[N:10]2[C:11]3[N:12]=[C:3]([O:2][CH3:1])[CH:4]=[CH:5][C:6]=3[N:7]=[C:8]([CH3:17])[C:9]2=[C:15]([CH3:16])[N:14]=1. The yield is 0.880.